Dataset: Forward reaction prediction with 1.9M reactions from USPTO patents (1976-2016). Task: Predict the product of the given reaction. (1) Given the reactants [NH2:1][C:2]1[CH:3]=[C:4]([CH:8]=[CH:9][C:10]=1[NH:11][CH2:12][CH3:13])[C:5]([OH:7])=[O:6].[N:14]([O-])=O.[Na+], predict the reaction product. The product is: [CH2:12]([N:11]1[C:10]2[CH:9]=[CH:8][C:4]([C:5]([OH:7])=[O:6])=[CH:3][C:2]=2[N:1]=[N:14]1)[CH3:13]. (2) Given the reactants C([Li])CCC.Br[C:7]1[CH:16]=[CH:15][C:14]2[C:9](=[CH:10][CH:11]=[CH:12][CH:13]=2)[CH:8]=1.[N:17]12[CH2:24][CH2:23][CH:20]([CH2:21][CH2:22]1)[C:19](=[O:25])[CH2:18]2.[OH-].[Na+], predict the reaction product. The product is: [CH:8]1[C:9]2[C:14](=[CH:13][CH:12]=[CH:11][CH:10]=2)[CH:15]=[CH:16][C:7]=1[C:19]1([OH:25])[CH:20]2[CH2:23][CH2:24][N:17]([CH2:22][CH2:21]2)[CH2:18]1. (3) Given the reactants [CH3:1][C:2]1([CH3:15])[O:6][C@H:5]2[O:7][C@H:8]([C:10](=[O:14])[CH2:11][O:12][CH3:13])[CH2:9][C@H:4]2[O:3]1.[BH4-].[Na+], predict the reaction product. The product is: [CH3:1][C:2]1([CH3:15])[O:6][C@H:5]2[O:7][C@H:8]([CH:10]([OH:14])[CH2:11][O:12][CH3:13])[CH2:9][C@H:4]2[O:3]1.